From a dataset of Peptide-MHC class I binding affinity with 185,985 pairs from IEDB/IMGT. Regression. Given a peptide amino acid sequence and an MHC pseudo amino acid sequence, predict their binding affinity value. This is MHC class I binding data. (1) The peptide sequence is HFASPLHVA. The MHC is Patr-A0901 with pseudo-sequence Patr-A0901. The binding affinity (normalized) is 0.319. (2) The peptide sequence is HERPVILSL. The MHC is HLA-A11:01 with pseudo-sequence HLA-A11:01. The binding affinity (normalized) is 0.0847. (3) The peptide sequence is KGEGAVILK. The MHC is HLA-A31:01 with pseudo-sequence HLA-A31:01. The binding affinity (normalized) is 0.282. (4) The binding affinity (normalized) is 0.435. The peptide sequence is HTCMSECVRL. The MHC is HLA-A02:02 with pseudo-sequence HLA-A02:02. (5) The peptide sequence is TPVWHVTSA. The MHC is HLA-B58:01 with pseudo-sequence HLA-B58:01. The binding affinity (normalized) is 0.0847. (6) The peptide sequence is NIVTSLAIK. The MHC is HLA-A68:01 with pseudo-sequence HLA-A68:01. The binding affinity (normalized) is 0.445.